From a dataset of Full USPTO retrosynthesis dataset with 1.9M reactions from patents (1976-2016). Predict the reactants needed to synthesize the given product. Given the product [CH:23]([N:19]1[C:18]([N:12]2[N:11]=[C:10]3[C:14]([CH2:15][CH2:16][O:17][C:8]4[CH:7]=[C:6]([CH:4]5[CH2:5][N:2]([CH2:29][C:30]([NH2:32])=[O:31])[CH2:3]5)[CH:27]=[CH:26][C:9]=43)=[CH:13]2)=[N:22][CH:21]=[N:20]1)([CH3:25])[CH3:24], predict the reactants needed to synthesize it. The reactants are: Cl.[NH:2]1[CH2:5][CH:4]([C:6]2[CH:27]=[CH:26][C:9]3[C:10]4[C:14]([CH2:15][CH2:16][O:17][C:8]=3[CH:7]=2)=[CH:13][N:12]([C:18]2[N:19]([CH:23]([CH3:25])[CH3:24])[N:20]=[CH:21][N:22]=2)[N:11]=4)[CH2:3]1.Br[CH2:29][C:30]([NH2:32])=[O:31].CO.